This data is from Forward reaction prediction with 1.9M reactions from USPTO patents (1976-2016). The task is: Predict the product of the given reaction. (1) Given the reactants [Br:1][C:2]1[CH:3]=[C:4]([C:15]([O:17][CH2:18][CH3:19])=[O:16])[S:5][C:6]=1[C:7]1[CH:12]=[C:11](F)[CH:10]=[C:9]([Cl:14])[CH:8]=1.BrC1C=C(C(OCC)=O)SC=1Br, predict the reaction product. The product is: [Br:1][C:2]1[CH:3]=[C:4]([C:15]([O:17][CH2:18][CH3:19])=[O:16])[S:5][C:6]=1[C:7]1[CH:12]=[CH:11][CH:10]=[C:9]([Cl:14])[CH:8]=1. (2) The product is: [CH3:26][O:27][C:28](=[O:45])[CH2:29][C:30]1[CH:35]=[C:34]([C:2]2[CH:21]=[CH:20][C:19]([C:22]([F:25])([F:24])[F:23])=[CH:18][C:3]=2[CH2:4][N:5]2[C@@H:9]([CH3:10])[C@@H:8]([C:11]3[CH:16]=[CH:15][CH:14]=[CH:13][CH:12]=3)[O:7][C:6]2=[O:17])[CH:33]=[CH:32][CH:31]=1. Given the reactants Br[C:2]1[CH:21]=[CH:20][C:19]([C:22]([F:25])([F:24])[F:23])=[CH:18][C:3]=1[CH2:4][N:5]1[C@@H:9]([CH3:10])[C@@H:8]([C:11]2[CH:16]=[CH:15][CH:14]=[CH:13][CH:12]=2)[O:7][C:6]1=[O:17].[CH3:26][O:27][C:28](=[O:45])[CH2:29][C:30]1[CH:35]=[CH:34][CH:33]=[C:32](B2OC(C)(C)C(C)(C)O2)[CH:31]=1, predict the reaction product. (3) Given the reactants [CH:1]1([N:6]2[CH2:12][C:11]([F:14])([F:13])[C:10](=[O:15])[N:9]([CH3:16])[C:8]3[CH:17]=[N:18][C:19]([NH:21][C:22]4[CH:30]=[CH:29][C:25]([C:26](O)=[O:27])=[CH:24][C:23]=4[F:31])=[N:20][C:7]2=3)[CH2:5][CH2:4][CH2:3][CH2:2]1.ON1C2C=CC=CC=2N=N1.F[P-](F)(F)(F)(F)F.CN(C(N(C)C)=[N+]1C2C=CC=CC=2[N+]([O-])=N1)C.C(N(C(C)C)CC)(C)C.[CH3:75][N:76]([CH3:81])[CH2:77][CH2:78][CH2:79][NH2:80], predict the reaction product. The product is: [CH:1]1([N:6]2[CH2:12][C:11]([F:14])([F:13])[C:10](=[O:15])[N:9]([CH3:16])[C:8]3[CH:17]=[N:18][C:19]([NH:21][C:22]4[CH:30]=[CH:29][C:25]([C:26]([NH:80][CH2:79][CH2:78][CH2:77][N:76]([CH3:81])[CH3:75])=[O:27])=[CH:24][C:23]=4[F:31])=[N:20][C:7]2=3)[CH2:5][CH2:4][CH2:3][CH2:2]1.